From a dataset of Full USPTO retrosynthesis dataset with 1.9M reactions from patents (1976-2016). Predict the reactants needed to synthesize the given product. (1) Given the product [CH2:11]([O:10][P:9]([CH2:8][C:5]1[CH:4]=[CH:3][C:2]([C:20]2[CH:21]=[CH:22][CH:23]=[C:18]([Cl:17])[CH:19]=2)=[CH:7][N:6]=1)(=[O:16])[O:13][CH2:14][CH3:15])[CH3:12], predict the reactants needed to synthesize it. The reactants are: Br[C:2]1[CH:3]=[CH:4][C:5]([CH2:8][P:9](=[O:16])([O:13][CH2:14][CH3:15])[O:10][CH2:11][CH3:12])=[N:6][CH:7]=1.[Cl:17][C:18]1[CH:23]=[CH:22][CH:21]=[CH:20][C:19]=1B(O)O.C(=O)([O-])O.[Na+]. (2) The reactants are: C[N:2]([CH2:4][CH2:5][CH2:6][C@@:7]1([C:18]2[CH:23]=[CH:22][C:21]([F:24])=[CH:20][CH:19]=2)[O:11][CH2:10][C:9]2[CH:12]=[C:13]([C:16]#[N:17])[CH:14]=[CH:15][C:8]1=2)C.C(O)(C(O)=O)=O.O=C(C(=O)O)O. Given the product [NH2:2][CH2:4][CH2:5][CH2:6][C:7]1([C:18]2[CH:19]=[CH:20][C:21]([F:24])=[CH:22][CH:23]=2)[C:8]2[C:9](=[CH:12][C:13]([C:16]#[N:17])=[CH:14][CH:15]=2)[CH2:10][O:11]1, predict the reactants needed to synthesize it. (3) Given the product [F:17][C:6]1[C:7]([C:10]2[CH:15]=[CH:14][CH:13]=[C:12]([OH:16])[CH:11]=2)=[C:8]([CH3:9])[C:3]([C:1]#[N:2])=[C:4]2[C:5]=1[O:18][C:20]([CH:21]([CH3:23])[CH3:22])=[N:19]2, predict the reactants needed to synthesize it. The reactants are: [C:1]([C:3]1[C:4]([N-:19][CH2:20][CH:21]([CH3:23])[CH3:22])=[C:5]([OH:18])[C:6]([F:17])=[C:7]([C:10]2[CH:15]=[CH:14][CH:13]=[C:12]([OH:16])[CH:11]=2)[C:8]=1[CH3:9])#[N:2].O.C1(C)C=CC(S(O)(=O)=O)=CC=1.C1(C)C=CC=CC=1. (4) Given the product [CH3:1][O:2][C:3]1[N:8]=[C:7]([NH:9][C:17]2[CH:18]=[CH:19][C:20]3[CH2:21][N:22]([CH3:35])[CH:23]([CH3:34])[CH:24]([C:28]4[S:29][CH:30]=[C:31]([CH3:33])[N:32]=4)[O:25][C:26]=3[N:27]=2)[CH:6]=[CH:5][C:4]=1[C:10]1[CH:11]=[N:12][N:13]([CH3:15])[CH:14]=1, predict the reactants needed to synthesize it. The reactants are: [CH3:1][O:2][C:3]1[N:8]=[C:7]([NH2:9])[CH:6]=[CH:5][C:4]=1[C:10]1[CH:11]=[N:12][N:13]([CH3:15])[CH:14]=1.Cl[C:17]1[CH:18]=[CH:19][C:20]2[CH2:21][N:22]([CH3:35])[CH:23]([CH3:34])[CH:24]([C:28]3[S:29][CH:30]=[C:31]([CH3:33])[N:32]=3)[O:25][C:26]=2[N:27]=1.C(=O)([O-])[O-].[Cs+].[Cs+].C1(P(C2CCCCC2)C2C=CC=CC=2C2C=CC=CC=2)CCCCC1. (5) Given the product [N:1]1[CH:6]=[CH:5][CH:4]=[CH:3][C:2]=1[CH2:7][N:9]=[C:10]1[CH:15]=[CH:14][CH:13]=[CH:12][CH:11]1[OH:16], predict the reactants needed to synthesize it. The reactants are: [N:1]1[CH:6]=[CH:5][CH:4]=[CH:3][C:2]=1[CH:7]=O.[NH2:9][C:10]1[CH:15]=[CH:14][CH:13]=[CH:12][C:11]=1[OH:16]. (6) Given the product [Cl:1][C:2]1[CH:3]=[C:4]2[C:8](=[CH:9][CH:10]=1)[NH:7][CH:6]=[C:5]2[CH2:11][CH2:12][NH:13][C:14](=[O:23])[C:15]1[CH:20]=[CH:19][CH:18]=[C:17]([CH2:21][N:28]2[CH2:29][CH2:30][N:25]([CH3:24])[CH2:26][CH2:27]2)[CH:16]=1, predict the reactants needed to synthesize it. The reactants are: [Cl:1][C:2]1[CH:3]=[C:4]2[C:8](=[CH:9][CH:10]=1)[NH:7][CH:6]=[C:5]2[CH2:11][CH2:12][NH:13][C:14](=[O:23])[C:15]1[CH:20]=[CH:19][CH:18]=[C:17]([CH2:21]Cl)[CH:16]=1.[CH3:24][N:25]1[CH2:30][CH2:29][NH:28][CH2:27][CH2:26]1. (7) Given the product [OH:40][CH2:39][CH2:38][S:35]([CH2:34][C:33]([NH:32][C:28]([C:25]1[CH2:24][CH2:23][NH:22][C:21]2[N:20]=[CH:19][N:18]=[C:17]([NH:16][C:4]3[CH:5]=[CH:6][C:7]([O:8][C:9]4[CH:10]=[N:11][C:12]([CH3:15])=[CH:13][CH:14]=4)=[C:2]([CH3:1])[CH:3]=3)[C:27]=2[CH:26]=1)=[O:29])([CH3:41])[CH3:42])(=[O:36])=[O:37], predict the reactants needed to synthesize it. The reactants are: [CH3:1][C:2]1[CH:3]=[C:4]([NH:16][C:17]2[C:27]3[CH:26]=[C:25]([C:28](O)=[O:29])[CH2:24][CH2:23][NH:22][C:21]=3[N:20]=[CH:19][N:18]=2)[CH:5]=[CH:6][C:7]=1[O:8][C:9]1[CH:10]=[N:11][C:12]([CH3:15])=[CH:13][CH:14]=1.Cl.[NH2:32][C:33]([CH3:42])([CH3:41])[CH2:34][S:35]([CH2:38][CH2:39][OH:40])(=[O:37])=[O:36].Cl.C(N=C=NCCCN(C)C)C.O.ON1C2C=CC=CC=2N=N1. (8) Given the product [CH:16]1([CH:15]=[C:14]([C:12]2[NH:11][C:8]3=[N:9][CH:10]=[C:5]([C:3]([OH:4])=[O:2])[CH:6]=[C:7]3[CH:13]=2)[C:21]2[CH:26]=[CH:25][C:24]([S:27]([CH3:30])(=[O:29])=[O:28])=[CH:23][CH:22]=2)[CH2:20][CH2:19][CH2:18][CH2:17]1, predict the reactants needed to synthesize it. The reactants are: C[O:2][C:3]([C:5]1[CH:6]=[C:7]2[CH:13]=[C:12]([C:14]([C:21]3[CH:26]=[CH:25][C:24]([S:27]([CH3:30])(=[O:29])=[O:28])=[CH:23][CH:22]=3)=[CH:15][CH:16]3[CH2:20][CH2:19][CH2:18][CH2:17]3)[N:11](S(C3C=CC=CC=3)(=O)=O)[C:8]2=[N:9][CH:10]=1)=[O:4].Cl. (9) Given the product [OH:32][C:29]1[CH:28]=[CH:27][C:26](/[C:12](/[C:9]2[CH:10]=[CH:11][C:6]([O:5][CH2:4][CH2:3][NH:2][CH3:1])=[CH:7][CH:8]=2)=[C:13](/[CH:16]2[CH2:25][CH2:24][C:19](=[O:20])[CH2:18][CH2:17]2)\[CH2:14][CH3:15])=[CH:31][CH:30]=1, predict the reactants needed to synthesize it. The reactants are: [CH3:1][NH:2][CH2:3][CH2:4][O:5][C:6]1[CH:11]=[CH:10][C:9](/[C:12](/[C:26]2[CH:31]=[CH:30][C:29]([OH:32])=[CH:28][CH:27]=2)=[C:13](\[CH:16]2[CH2:25][CH2:24][C:19]3(OCC[O:20]3)[CH2:18][CH2:17]2)/[CH2:14][CH3:15])=[CH:8][CH:7]=1.Cl.O.C([O-])(O)=O.[Na+].